From a dataset of Reaction yield outcomes from USPTO patents with 853,638 reactions. Predict the reaction yield, written as a fraction of the theoretical maximum amount of product (1.0 means a 100% yield; for example, 0.34 means a 34% yield). The reactants are [CH3:1][N:2]1C[CH2:6][CH2:5][CH2:4][C:3]1=O.Cl.[C:10](=[O:13])([O-])[O-:11].[Na+].[Na+].[Br:16][C:17]1[C:18](F)=[CH:19][CH:20]=[C:21]([CH:24]=1)[CH:22]=[O:23]. The catalyst is [OH-].[Na+].CS(C)=O.C(OC(C)C)(C)C. The product is [Br:16][C:17]1[CH:18]=[CH:19][C:20]([N:2]([CH2:3][CH2:4][CH2:5][CH2:6][C:10]([OH:11])=[O:13])[CH3:1])=[C:21]([CH:22]=[O:23])[CH:24]=1. The yield is 0.570.